This data is from Forward reaction prediction with 1.9M reactions from USPTO patents (1976-2016). The task is: Predict the product of the given reaction. (1) Given the reactants [CH:1]1([CH:7]([C:9]2[C:10]3[CH:17]=[CH:16][N:15]([Si:18]([CH:25]([CH3:27])[CH3:26])([CH:22]([CH3:24])[CH3:23])[CH:19]([CH3:21])[CH3:20])[C:11]=3[N:12]=[CH:13][N:14]=2)[OH:8])[CH2:6][CH2:5][CH2:4][CH2:3][CH2:2]1.CC(OI1(OC(C)=O)(OC(C)=O)OC(=O)C2C1=CC=CC=2)=O.C(=O)([O-])O.[Na+].S([O-])([O-])(=O)=S.[Na+].[Na+], predict the reaction product. The product is: [CH:1]1([C:7]([C:9]2[C:10]3[CH:17]=[CH:16][N:15]([Si:18]([CH:22]([CH3:24])[CH3:23])([CH:25]([CH3:27])[CH3:26])[CH:19]([CH3:20])[CH3:21])[C:11]=3[N:12]=[CH:13][N:14]=2)=[O:8])[CH2:2][CH2:3][CH2:4][CH2:5][CH2:6]1. (2) Given the reactants [O:1]1[CH2:6][CH2:5][N:4]([C:7]2[CH:12]=[CH:11][C:10]([C:13]3[NH:35][C:16]4=[N:17][CH:18]=[CH:19][C:20]([C:21]5[CH:22]=[CH:23][C:24]([O:29][C@@H:30]6[CH2:34][CH2:33][NH:32][CH2:31]6)=[C:25]([CH:28]=5)[C:26]#[N:27])=[C:15]4[N:14]=3)=[CH:9][CH:8]=2)[CH2:3][CH2:2]1.[OH:36][CH2:37][C:38](O)=[O:39].CN(C(ON1N=NC2C=CC=NC1=2)=[N+](C)C)C.F[P-](F)(F)(F)(F)F, predict the reaction product. The product is: [OH:39][CH2:38][C:37]([N:32]1[CH2:33][CH2:34][C@@H:30]([O:29][C:24]2[CH:23]=[CH:22][C:21]([C:20]3[CH:19]=[CH:18][N:17]=[C:16]4[NH:35][C:13]([C:10]5[CH:9]=[CH:8][C:7]([N:4]6[CH2:5][CH2:6][O:1][CH2:2][CH2:3]6)=[CH:12][CH:11]=5)=[N:14][C:15]=34)=[CH:28][C:25]=2[C:26]#[N:27])[CH2:31]1)=[O:36]. (3) Given the reactants [Cl:1][C:2]1[CH:20]=[CH:19][C:5]2[O:6][C:7]3[CH:18]=[CH:17][CH:16]=[CH:15][C:8]=3[C@H:9]3[CH2:13][NH:12][C:11](=O)[C@@H:10]3[C:4]=2[CH:3]=1.Cl.[OH-].[K+], predict the reaction product. The product is: [Cl:1][C:2]1[CH:20]=[CH:19][C:5]2[O:6][C:7]3[CH:18]=[CH:17][CH:16]=[CH:15][C:8]=3[C@H:9]3[CH2:13][NH:12][CH2:11][C@@H:10]3[C:4]=2[CH:3]=1. (4) Given the reactants [OH:1][C:2]1[CH:3]=[C:4]2[C:8](=[CH:9][CH:10]=1)[NH:7][C:6]([C:11]([OH:13])=[O:12])=[CH:5]2.S(=O)(=O)(O)O.C(=O)([O-])O.[Na+].[CH2:24](O)[CH3:25], predict the reaction product. The product is: [OH:1][C:2]1[CH:3]=[C:4]2[C:8](=[CH:9][CH:10]=1)[NH:7][C:6]([C:11]([O:13][CH2:24][CH3:25])=[O:12])=[CH:5]2.